Dataset: Full USPTO retrosynthesis dataset with 1.9M reactions from patents (1976-2016). Task: Predict the reactants needed to synthesize the given product. (1) Given the product [CH:10]1[C:15]([Cl:16])=[CH:14][C:13]([Cl:17])=[C:12]([CH2:18][O:19][CH:20]([C:27]2[CH:28]=[CH:29][C:30]([Cl:34])=[CH:31][C:32]=2[Cl:33])[CH2:21][N:22]2[CH:26]=[N:25][CH:24]=[CH:23]2)[CH:11]=1, predict the reactants needed to synthesize it. The reactants are: CC(C(OCCO)=O)=C.[CH:10]1[C:15]([Cl:16])=[CH:14][C:13]([Cl:17])=[C:12]([CH2:18][O:19][CH:20]([C:27]2[CH:28]=[CH:29][C:30]([Cl:34])=[CH:31][C:32]=2[Cl:33])[CH2:21][N:22]2[CH:26]=[N:25][CH:24]=[CH:23]2)[CH:11]=1.[N+]([O-])(O)=O.C(O)C. (2) Given the product [CH:1]1([C:4]2[C:5]3[N:6]([C:20]([C:28]#[CH:29])=[CH:21][N:22]=3)[CH:7]=[C:8]([C:10]3[CH:15]=[CH:14][C:13]([C:16]([F:19])([F:18])[F:17])=[CH:12][CH:11]=3)[CH:9]=2)[CH2:3][CH2:2]1, predict the reactants needed to synthesize it. The reactants are: [CH:1]1([C:4]2[C:5]3[N:6]([C:20](I)=[CH:21][N:22]=3)[CH:7]=[C:8]([C:10]3[CH:15]=[CH:14][C:13]([C:16]([F:19])([F:18])[F:17])=[CH:12][CH:11]=3)[CH:9]=2)[CH2:3][CH2:2]1.C[Si]([C:28]#[CH:29])(C)C.